From a dataset of Reaction yield outcomes from USPTO patents with 853,638 reactions. Predict the reaction yield, written as a fraction of the theoretical maximum amount of product (1.0 means a 100% yield; for example, 0.34 means a 34% yield). (1) The reactants are [C:1]([C:3]1([C:9](OC)=[O:10])[CH2:8][CH2:7][CH2:6][CH2:5][CH2:4]1)#[N:2].CO.[BH4-].[Li+]. The catalyst is O1CCCC1. The product is [OH:10][CH2:9][C:3]1([C:1]#[N:2])[CH2:8][CH2:7][CH2:6][CH2:5][CH2:4]1. The yield is 0.890. (2) The reactants are [CH3:1][CH:2]([C:6]1[CH:7]=[C:8]([CH:14]=[CH:15][C:16]=1[OH:17])[C:9]([O:11]CC)=[O:10])[C:3]([CH3:5])=[CH2:4].[OH-].[K+]. The yield is 0.510. The catalyst is CO.O. The product is [CH3:1][CH:2]([C:6]1[CH:7]=[C:8]([CH:14]=[CH:15][C:16]=1[OH:17])[C:9]([OH:11])=[O:10])[C:3]([CH3:5])=[CH2:4]. (3) The catalyst is C1COCC1. The product is [C:11]([C:13]1([C:32]([O:34][CH2:35][CH3:36])=[O:33])[CH2:14][CH2:15][N:16]([CH:19]2[CH2:25][CH2:24][CH2:23][N:22]([C:26]([O:28][CH2:29][CH3:30])=[O:27])[CH2:21][CH2:20]2)[CH2:17][CH2:18]1)#[N:12]. The reactants are C[Si]([N-][Si](C)(C)C)(C)C.[Li+].[C:11]([CH:13]1[CH2:18][CH2:17][N:16]([CH:19]2[CH2:25][CH2:24][CH2:23][N:22]([C:26]([O:28][CH2:29][CH3:30])=[O:27])[CH2:21][CH2:20]2)[CH2:15][CH2:14]1)#[N:12].Cl[C:32]([O:34][CH2:35][CH3:36])=[O:33]. The yield is 0.127. (4) The reactants are C[N:2]([C:4](/[C:6](/[Br:14])=[CH:7]/[CH:8]1[CH2:13][CH2:12][CH2:11][CH2:10][CH2:9]1)=O)[CH3:3].[CH2:15]([O:17][C:18]([C:20]1[C:21](N)=[N:22][NH:23]C=1)=[O:19])[CH3:16].Br. The catalyst is C(O)C.C(O)(=O)C. The product is [CH2:15]([O:17][C:18]([C:20]1[CH:21]=[N:22][N:23]2[C:7]([CH:8]3[CH2:9][CH2:10][CH2:11][CH2:12][CH2:13]3)=[C:6]([Br:14])[CH:4]=[N:2][C:3]=12)=[O:19])[CH3:16]. The yield is 0.270. (5) The reactants are [CH3:1][Si]([N-][Si](C)(C)C)(C)C.[K+].[C:11]([O:15][C:16]([N:18]1[CH2:23][CH2:22][C:21](=O)[CH2:20][C@@H:19]1[C:25]([O:27][CH3:28])=[O:26])=[O:17])([CH3:14])([CH3:13])[CH3:12].[NH4+].[Cl-]. The catalyst is [Br-].C[P+](C1C=CC=CC=1)(C1C=CC=CC=1)C1C=CC=CC=1.C1(C)C=CC=CC=1. The product is [C:11]([O:15][C:16]([N:18]1[CH2:23][CH2:22][C:21](=[CH2:1])[CH2:20][C@@H:19]1[C:25]([O:27][CH3:28])=[O:26])=[O:17])([CH3:14])([CH3:13])[CH3:12]. The yield is 0.840. (6) The reactants are [Br:1][C:2]1[CH:9]=[CH:8][C:5]([CH2:6]Br)=[CH:4][CH:3]=1.C(N(CC)CC)C.C[C@@:18]1([OH:24])[CH2:23][CH2:22][CH2:21][NH:20][CH2:19]1. The catalyst is C1COCC1. The product is [Br:1][C:2]1[CH:9]=[CH:8][C:5]([CH2:6][N:20]2[CH2:21][CH2:22][CH2:23][C@@H:18]([OH:24])[CH2:19]2)=[CH:4][CH:3]=1. The yield is 0.690. (7) The reactants are [OH:1][C@H:2]1[CH2:15][CH2:14][C@@H:13]2[C@H:4]([CH2:5][C@@H:6]3[C@@H:11]([CH2:12]2)[C@@H:10]2[CH2:16][CH:17]=[C:18]([C:19]#[N:20])[C@@:9]2([CH3:21])[CH2:8][CH2:7]3)[CH2:3]1. The catalyst is CCOC(C)=O.[Pd]. The product is [OH:1][C@H:2]1[CH2:15][CH2:14][C@@H:13]2[C@H:4]([CH2:5][C@@H:6]3[C@@H:11]([CH2:12]2)[C@@H:10]2[CH2:16][CH2:17][C@H:18]([C:19]#[N:20])[C@@:9]2([CH3:21])[CH2:8][CH2:7]3)[CH2:3]1. The yield is 0.750.